From a dataset of Forward reaction prediction with 1.9M reactions from USPTO patents (1976-2016). Predict the product of the given reaction. Given the reactants [CH2:1]([O:3][C:4]1[CH:13]=[C:12]2[C:7]([CH:8]=[CH:9][C:10]([C:14]3[N:18]4[CH:19]=[C:20]([C@H:23]([N:28]5[CH2:32][CH2:31][C@@:30]([NH:34]C(=O)OC(C)(C)C)([CH3:33])[CH2:29]5)[C:24]([F:27])([F:26])[F:25])[CH:21]=[CH:22][C:17]4=[N:16][N:15]=3)=[N:11]2)=[CH:6][C:5]=1[F:42])[CH3:2].Cl.O1CCOCC1, predict the reaction product. The product is: [CH2:1]([O:3][C:4]1[CH:13]=[C:12]2[C:7]([CH:8]=[CH:9][C:10]([C:14]3[N:18]4[CH:19]=[C:20]([C@H:23]([N:28]5[CH2:32][CH2:31][C@:30]([CH3:33])([NH2:34])[CH2:29]5)[C:24]([F:26])([F:25])[F:27])[CH:21]=[CH:22][C:17]4=[N:16][N:15]=3)=[N:11]2)=[CH:6][C:5]=1[F:42])[CH3:2].